Dataset: Forward reaction prediction with 1.9M reactions from USPTO patents (1976-2016). Task: Predict the product of the given reaction. (1) Given the reactants [NH2:1][C:2]1[C:7]2=[C:8]([C:15]3[CH:20]=[CH:19][C:18]([NH:21][C:22]([NH:24][C:25]4[CH:30]=[C:29]([C:31]([F:34])([F:33])[F:32])[CH:28]=[CH:27][C:26]=4[F:35])=[O:23])=[C:17]([F:36])[CH:16]=3)[CH:9]=[C:10]([C:11](=[O:14])[CH2:12][OH:13])[N:6]2[N:5]=[CH:4][N:3]=1.CC(C[AlH]CC(C)C)C, predict the reaction product. The product is: [NH2:1][C:2]1[C:7]2=[C:8]([C:15]3[CH:20]=[CH:19][C:18]([NH:21][C:22]([NH:24][C:25]4[CH:30]=[C:29]([C:31]([F:32])([F:33])[F:34])[CH:28]=[CH:27][C:26]=4[F:35])=[O:23])=[C:17]([F:36])[CH:16]=3)[CH:9]=[C:10]([CH:11]([OH:14])[CH2:12][OH:13])[N:6]2[N:5]=[CH:4][N:3]=1. (2) Given the reactants [CH2:1]([N:8]1[CH2:17][CH2:16][C:15]2[C:14](=[O:18])[NH:13][CH:12]=[CH:11][C:10]=2[CH2:9]1)[C:2]1[CH:7]=[CH:6][CH:5]=[CH:4][CH:3]=1.CS(O[CH2:24][CH2:25][CH2:26][CH:27]1[CH2:32][CH2:31][N:30]([C:33]([O:35][CH:36]([CH3:38])[CH3:37])=[O:34])[CH2:29][CH2:28]1)(=O)=O.C(=O)([O-])[O-].[Cs+].[Cs+], predict the reaction product. The product is: [CH2:1]([N:8]1[CH2:17][CH2:16][C:15]2[C:10](=[CH:11][CH:12]=[N:13][C:14]=2[O:18][CH2:24][CH2:25][CH2:26][CH:27]2[CH2:32][CH2:31][N:30]([C:33]([O:35][CH:36]([CH3:37])[CH3:38])=[O:34])[CH2:29][CH2:28]2)[CH2:9]1)[C:2]1[CH:7]=[CH:6][CH:5]=[CH:4][CH:3]=1. (3) Given the reactants [CH:1]1([NH2:4])[CH2:3][CH2:2]1.C(O)(=O)C.[CH:9]([C:12]1[CH:19]=[CH:18][CH:17]=[CH:16][C:13]=1[CH:14]=O)([CH3:11])[CH3:10].C([BH3-])#N.[Na+], predict the reaction product. The product is: [CH:9]([C:12]1[CH:19]=[CH:18][CH:17]=[CH:16][C:13]=1[CH2:14][NH:4][CH:1]1[CH2:3][CH2:2]1)([CH3:11])[CH3:10]. (4) Given the reactants [NH2:1][C@H:2]([C:23]1[CH:28]=[CH:27][CH:26]=[CH:25][CH:24]=1)[CH2:3][CH2:4][N:5]1[CH2:10][CH2:9][CH:8]([C:11]2[CH:12]=[C:13]([NH:17][C:18](=[O:22])[CH:19]([CH3:21])[CH3:20])[CH:14]=[CH:15][CH:16]=2)[CH2:7][CH2:6]1.[C:29]1([N:35]2[CH:39]=[C:38]([C:40](Cl)=[O:41])[C:37]([CH2:43][CH2:44][CH3:45])=[N:36]2)[CH:34]=[CH:33][CH:32]=[CH:31][CH:30]=1, predict the reaction product. The product is: [C:18]([NH:17][C:13]1[CH:12]=[C:11]([CH:8]2[CH2:9][CH2:10][N:5]([CH2:4][CH2:3][C@H:2]([NH:1][C:40]([C:38]3[C:37]([CH2:43][CH2:44][CH3:45])=[N:36][N:35]([C:29]4[CH:30]=[CH:31][CH:32]=[CH:33][CH:34]=4)[CH:39]=3)=[O:41])[C:23]3[CH:24]=[CH:25][CH:26]=[CH:27][CH:28]=3)[CH2:6][CH2:7]2)[CH:16]=[CH:15][CH:14]=1)(=[O:22])[CH:19]([CH3:21])[CH3:20]. (5) Given the reactants C(O[C:4]([C:6]1[CH:7]=[C:8]2[C:13](=[CH:14][CH:15]=1)[C:11](=[O:12])[O:10][CH2:9]2)=[O:5])C.[NH2:16][C:17]([CH3:21])([CH3:20])[CH2:18][OH:19], predict the reaction product. The product is: [OH:19][CH2:18][C:17]([NH:16][C:4]([C:6]1[CH:7]=[C:8]2[C:13](=[CH:14][CH:15]=1)[C:11](=[O:12])[O:10][CH2:9]2)=[O:5])([CH3:21])[CH3:20]. (6) Given the reactants C([Li])CCC.[C:6](#[N:8])[CH3:7].C[O:10][C:11]([CH:13]1[CH2:18][CH2:17][CH2:16][CH2:15][CH2:14]1)=O, predict the reaction product. The product is: [CH:13]1([C:11](=[O:10])[CH2:7][C:6]#[N:8])[CH2:18][CH2:17][CH2:16][CH2:15][CH2:14]1. (7) The product is: [C:33]1([CH2:39][C:40]([N:42]=[C:43]=[S:44])=[O:41])[CH:38]=[CH:37][CH:36]=[CH:35][CH:34]=1.[CH3:11][O:12][C:13]1[CH:14]=[C:15]2[C:20](=[CH:21][C:22]=1[O:23][CH3:24])[N:19]=[CH:18][N:17]=[C:16]2[O:25][C:26]1[CH:32]=[CH:31][C:29]([NH:30][C:43]([NH:42][C:40](=[O:41])[CH2:39][C:33]2[CH:34]=[CH:35][CH:36]=[CH:37][CH:38]=2)=[S:44])=[CH:28][CH:27]=1. Given the reactants C1(CC(Cl)=O)C=CC=CC=1.[CH3:11][O:12][C:13]1[CH:14]=[C:15]2[C:20](=[CH:21][C:22]=1[O:23][CH3:24])[N:19]=[CH:18][N:17]=[C:16]2[O:25][C:26]1[CH:32]=[CH:31][C:29]([NH2:30])=[CH:28][CH:27]=1.[C:33]1([CH2:39][C:40]([N:42]=[C:43]=[S:44])=[O:41])[CH:38]=[CH:37][CH:36]=[CH:35][CH:34]=1, predict the reaction product. (8) Given the reactants C(O[C:6]([C:8]1[N:9]=[CH:10][C:11]2[C:16]([C:17]=1[OH:18])=[CH:15][C:14]([S:19][C:20]1[CH:25]=[CH:24][CH:23]=[CH:22][CH:21]=1)=[CH:13][CH:12]=2)=[O:7])CCC.[NH2:26][CH2:27][C:28]([OH:30])=[O:29].C[O-].[Na+], predict the reaction product. The product is: [OH:18][C:17]1[C:16]2[C:11](=[CH:12][CH:13]=[C:14]([S:19][C:20]3[CH:21]=[CH:22][CH:23]=[CH:24][CH:25]=3)[CH:15]=2)[CH:10]=[N:9][C:8]=1[C:6]([NH:26][CH2:27][C:28]([OH:30])=[O:29])=[O:7].